Dataset: Full USPTO retrosynthesis dataset with 1.9M reactions from patents (1976-2016). Task: Predict the reactants needed to synthesize the given product. (1) Given the product [CH3:41][NH:40][C:39]([C:37]1[CH:38]=[C:33](/[CH:32]=[CH:31]/[CH2:30][C:26]2[CH:27]=[CH:28][CH:29]=[C:24]([C@@H:8]3[C@@H:9]([OH:20])[C@@H:10]([OH:16])[C@H:11]([OH:12])[C@@H:6]([CH2:5][OH:4])[O:7]3)[CH:25]=2)[CH:34]=[C:35]([C:43]([NH:44][CH3:45])=[O:46])[CH:36]=1)=[O:42], predict the reactants needed to synthesize it. The reactants are: C([O:4][CH2:5][C@@H:6]1[C@@H:11]([O:12]C(=O)C)[C@H:10]([O:16]C(=O)C)[C@H:9]([O:20]C(=O)C)[C@@H:8]([C:24]2[CH:29]=[CH:28][CH:27]=[C:26]([CH2:30]/[CH:31]=[CH:32]/[C:33]3[CH:38]=[C:37]([C:39](=[O:42])[NH:40][CH3:41])[CH:36]=[C:35]([C:43](=[O:46])[NH:44][CH3:45])[CH:34]=3)[CH:25]=2)[O:7]1)(=O)C.C[O-].[Na+]. (2) Given the product [BrH:42].[NH:1]1[C:5]2[CH:6]=[CH:7][CH:8]=[CH:9][C:4]=2[N:3]=[C:2]1[CH2:10][N:11]([CH:28]1[C:37]2[N:36]=[CH:35][CH:34]=[CH:33][C:32]=2[CH2:31][CH2:30][CH2:29]1)[CH2:12][CH2:13][CH2:13][CH2:12][NH:11][C:38](=[O:41])[C:39]1[CH:9]=[C:4]([Br:42])[CH:5]=[N:1][CH:2]=1, predict the reactants needed to synthesize it. The reactants are: [NH:1]1[C:5]2[CH:6]=[CH:7][CH:8]=[CH:9][C:4]=2[N:3]=[C:2]1[CH2:10][N:11]([CH:28]1[C:37]2[N:36]=[CH:35][CH:34]=[CH:33][C:32]=2[CH2:31][CH2:30][CH2:29]1)[CH2:12][CH2:13]CNC(C1C2C(=CC=CC=2)N=NC=1)=O.[C:38]([OH:41])(=O)[CH3:39].[BrH:42]. (3) Given the product [Cl-:2].[F:19][C:3]1[CH:11]=[CH:10][C:9]2[C:5](=[C:6]3[CH:15]([CH2:16][NH2+:17][CH3:18])[O:14][CH2:13][CH2:12][N:7]3[N:8]=2)[CH:4]=1, predict the reactants needed to synthesize it. The reactants are: [Cl-].[Cl:2][C:3]1[CH:11]=[CH:10][C:9]2[C:5](=[C:6]3[CH:15]([CH2:16][NH2+:17][CH3:18])[O:14][CH2:13][CH2:12][N:7]3[N:8]=2)[CH:4]=1.[F:19]C1C=C2C(=CC=1)NN=C2. (4) Given the product [F:42][C:2]([F:43])([F:1])[C:3]1[CH:4]=[C:5]([CH:35]=[C:36]([C:38]([F:40])([F:39])[F:41])[CH:37]=1)[CH2:6][N:7]1[C:11]([C:12]2[CH:13]=[CH:14][CH:15]=[CH:16][CH:17]=2)=[C:10]([C:18]2[O:22][N:21]=[C:20]([CH2:23][CH2:24][OH:25])[C:19]=2[C:26]([C:28]2[CH:33]=[CH:32][CH:31]=[CH:30][C:29]=2[Cl:34])=[N:45][OH:46])[N:9]=[N:8]1, predict the reactants needed to synthesize it. The reactants are: [F:1][C:2]([F:43])([F:42])[C:3]1[CH:4]=[C:5]([CH:35]=[C:36]([C:38]([F:41])([F:40])[F:39])[CH:37]=1)[CH2:6][N:7]1[C:11]([C:12]2[CH:17]=[CH:16][CH:15]=[CH:14][CH:13]=2)=[C:10]([C:18]2[O:22][N:21]=[C:20]([CH2:23][CH2:24][OH:25])[C:19]=2[C:26]([C:28]2[CH:33]=[CH:32][CH:31]=[CH:30][C:29]=2[Cl:34])=O)[N:9]=[N:8]1.Cl.[NH2:45][OH:46]. (5) Given the product [CH2:2]([C:3]1[C:11]2[O:10][C:9]([CH3:12])([CH3:13])[CH2:8][C:7]=2[C:6]([CH3:14])=[C:5]([NH:15][C:16](=[O:22])[CH2:17][C:18]([CH3:21])([CH3:20])[CH3:19])[C:4]=1[CH3:23])[C:24]1[CH:25]=[CH:26][CH:27]=[CH:28][CH:29]=1, predict the reactants needed to synthesize it. The reactants are: O[CH:2]([C:24]1[CH:29]=[CH:28][CH:27]=[CH:26][CH:25]=1)[C:3]1[C:11]2[O:10][C:9]([CH3:13])([CH3:12])[CH2:8][C:7]=2[C:6]([CH3:14])=[C:5]([NH:15][C:16](=[O:22])[CH2:17][C:18]([CH3:21])([CH3:20])[CH3:19])[C:4]=1[CH3:23]. (6) Given the product [NH:16]1[C:20]2[CH:21]=[CH:22][CH:23]=[CH:24][C:19]=2[N:18]=[C:17]1[C:25]([C:27]1[CH:32]=[CH:31][C:30]([O:33][C:2]2[C:7]([CH:8]3[CH2:13][CH2:12][N:11]([CH3:14])[C:10](=[O:15])[CH2:9]3)=[CH:6][CH:5]=[CH:4][N:3]=2)=[CH:29][CH:28]=1)=[O:26], predict the reactants needed to synthesize it. The reactants are: F[C:2]1[C:7]([CH:8]2[CH2:13][CH2:12][N:11]([CH3:14])[C:10](=[O:15])[CH2:9]2)=[CH:6][CH:5]=[CH:4][N:3]=1.[NH:16]1[C:20]2[CH:21]=[CH:22][CH:23]=[CH:24][C:19]=2[N:18]=[C:17]1[C:25]([C:27]1[CH:32]=[CH:31][C:30]([OH:33])=[CH:29][CH:28]=1)=[O:26]. (7) Given the product [Cl:32][C:12]1[CH:13]=[CH:14][C:15]([NH:17][C:18]([C:20]2[CH:25]=[CH:24][N:23]=[C:22]([N:26]3[CH2:31][CH2:30][O:29][CH2:28][CH2:27]3)[CH:21]=2)=[O:19])=[CH:16][C:11]=1[NH:10][C:8]([C:6]1[CH:5]=[CH:4][N:3]=[C:2]([N:39]2[CH2:40][CH2:41][N:36]([CH2:35][CH2:34][OH:33])[CH2:37][CH2:38]2)[CH:7]=1)=[O:9], predict the reactants needed to synthesize it. The reactants are: Cl[C:2]1[CH:7]=[C:6]([C:8]([NH:10][C:11]2[CH:16]=[C:15]([NH:17][C:18]([C:20]3[CH:25]=[CH:24][N:23]=[C:22]([N:26]4[CH2:31][CH2:30][O:29][CH2:28][CH2:27]4)[CH:21]=3)=[O:19])[CH:14]=[CH:13][C:12]=2[Cl:32])=[O:9])[CH:5]=[CH:4][N:3]=1.[OH:33][CH2:34][CH2:35][N:36]1[CH2:41][CH2:40][NH:39][CH2:38][CH2:37]1.